This data is from Reaction yield outcomes from USPTO patents with 853,638 reactions. The task is: Predict the reaction yield, written as a fraction of the theoretical maximum amount of product (1.0 means a 100% yield; for example, 0.34 means a 34% yield). (1) The reactants are [CH3:1][O:2][C:3]1[CH:12]=[CH:11][CH:10]=[C:5]([C:6]([O:8][CH3:9])=[O:7])[C:4]=1[OH:13].F[C:15]1[CH:20]=[CH:19][CH:18]=[CH:17][C:16]=1[N+:21]([O-:23])=[O:22].[CH3:24][O:25][C:26]1[CH:39]=[CH:38][CH:37]=[C:36]([C:40]([O:42][CH3:43])=[O:41])[C:27]=1[O:28][C:29]1[CH:35]=[CH:34][CH:33]=[CH:32][C:30]=1[NH2:31].[NH2:44][C:45]1[S:46][CH:47]=[CH:48][N:49]=1. No catalyst specified. The product is [CH3:1][O:2][C:3]1[CH:12]=[CH:11][CH:10]=[C:5]([C:6]([O:8][CH3:9])=[O:7])[C:4]=1[O:13][C:15]1[CH:20]=[CH:19][CH:18]=[CH:17][C:16]=1[N+:21]([O-:23])=[O:22].[CH3:24][O:25][C:26]1[CH:39]=[CH:38][CH:37]=[C:36]([C:40]([O:42][CH3:43])=[O:41])[C:27]=1[O:28][C:29]1[CH:35]=[CH:34][CH:33]=[CH:32][C:30]=1[NH:31][C:4]([NH:44][C:45]1[S:46][CH:47]=[CH:48][N:49]=1)=[O:13]. The yield is 0.820. (2) The reactants are [F:1][C:2]1[CH:7]=[C:6](F)[C:5]([N+:9]([O-:11])=[O:10])=[CH:4][C:3]=1[S:12]([NH:15][CH3:16])(=[O:14])=[O:13].Cl.[CH3:18][NH:19][CH3:20].C(N(CC)CC)C.Cl. The catalyst is C(Cl)Cl.O. The product is [CH3:18][N:19]([CH3:20])[C:6]1[C:5]([N+:9]([O-:11])=[O:10])=[CH:4][C:3]([S:12]([NH:15][CH3:16])(=[O:14])=[O:13])=[C:2]([F:1])[CH:7]=1. The yield is 0.460. (3) The reactants are [CH2:1]([O:8][C:9]([NH:11][C:12]1[C:13]([CH3:39])=[C:14]([C:18]2[C:30]3[C:29]4[C:24](=[CH:25][C:26]([O:31][CH2:32][CH2:33][O:34][CH3:35])=[CH:27][CH:28]=4)[NH:23][C:22]=3[C:21]([C:36](O)=[O:37])=[N:20][CH:19]=2)[CH:15]=[CH:16][CH:17]=1)=[O:10])[C:2]1[CH:7]=[CH:6][CH:5]=[CH:4][CH:3]=1.[Cl-].[NH4+:41].C(NC(C)C)(C)C.F[P-](F)(F)(F)(F)F.N1(O[P+](N(C)C)(N(C)C)N(C)C)C2C=CC=CC=2N=N1.CN1CCOCC1. The catalyst is CN(C)C=O.O. The product is [C:36]([C:21]1[C:22]2[NH:23][C:24]3[C:29]([C:30]=2[C:18]([C:14]2[C:13]([CH3:39])=[C:12]([NH:11][C:9](=[O:10])[O:8][CH2:1][C:2]4[CH:7]=[CH:6][CH:5]=[CH:4][CH:3]=4)[CH:17]=[CH:16][CH:15]=2)=[CH:19][N:20]=1)=[CH:28][CH:27]=[C:26]([O:31][CH2:32][CH2:33][O:34][CH3:35])[CH:25]=3)(=[O:37])[NH2:41]. The yield is 0.960. (4) The reactants are [F:1][C:2]1([F:18])C(=O)[CH2:6][CH2:5][N:4]([C:9]2[CH:14]=[CH:13][C:12]([N+:15]([O-:17])=[O:16])=[CH:11][CH:10]=2)[CH2:3]1.[CH3:19][O:20][CH:21](OC)[O:22][CH3:23].O.C1(C)C=CC(S(O)(=O)=O)=CC=1. The catalyst is CO. The product is [CH3:19][O:20][C:21]1([O:22][CH3:23])[CH2:6][CH2:5][N:4]([C:9]2[CH:14]=[CH:13][C:12]([N+:15]([O-:17])=[O:16])=[CH:11][CH:10]=2)[CH2:3][C:2]1([F:1])[F:18]. The yield is 0.840. (5) The catalyst is C1CCCCC1.C(Cl)Cl. The yield is 0.490. The product is [C:11]([C:9]1[CH:8]=[CH:7][C:5]([N:6]2[C:24]([CH3:25])=[CH:23][CH:19]=[C:20]2[CH3:22])=[C:4]([N+:1]([O-:3])=[O:2])[CH:10]=1)([CH3:14])([CH3:13])[CH3:12]. The reactants are [N+:1]([C:4]1[CH:10]=[C:9]([C:11]([CH3:14])([CH3:13])[CH3:12])[CH:8]=[CH:7][C:5]=1[NH2:6])([O-:3])=[O:2].CC(O)=O.[CH2:19]([CH2:23][C:24](=O)[CH3:25])[C:20]([CH3:22])=O. (6) The product is [CH3:20][N:19]1[CH2:21][CH2:22][C:12]([C:10]2[N:11]=[C:7]([C:1]3[CH:2]=[CH:3][CH:4]=[CH:5][CH:6]=3)[S:8][CH:9]=2)([C:13]#[N:14])[CH2:17][CH2:18]1. The yield is 0.250. No catalyst specified. The reactants are [C:1]1([C:7]2[S:8][CH:9]=[C:10]([CH2:12][C:13]#[N:14])[N:11]=2)[CH:6]=[CH:5][CH:4]=[CH:3][CH:2]=1.Cl.Cl[CH2:17][CH2:18][N:19]([CH2:21][CH2:22]Cl)[CH3:20]. (7) The reactants are [Br:1][C:2]1[C:3]([C:7]2[CH:12]=[CH:11][CH:10]=[CH:9][CH:8]=2)=[N:4][NH:5][CH:6]=1.N1C=CC=CC=1.[C:19]1([CH3:29])[CH:24]=[CH:23][C:22]([S:25](Cl)(=[O:27])=[O:26])=[CH:21][CH:20]=1. The catalyst is ClCCl. The product is [Br:1][C:2]1[C:3]([C:7]2[CH:12]=[CH:11][CH:10]=[CH:9][CH:8]=2)=[N:4][N:5]([S:25]([C:22]2[CH:23]=[CH:24][C:19]([CH3:29])=[CH:20][CH:21]=2)(=[O:27])=[O:26])[CH:6]=1. The yield is 0.980.